Dataset: Full USPTO retrosynthesis dataset with 1.9M reactions from patents (1976-2016). Task: Predict the reactants needed to synthesize the given product. (1) The reactants are: Br[C:2]1[CH:3]=[N:4][CH:5]=[CH:6][CH:7]=1.[CH3:8][S:9]([C:12]1[CH:13]=[C:14](B(O)O)[CH:15]=[CH:16][CH:17]=1)(=[O:11])=[O:10].C(=O)([O-])[O-].[Cs+].[Cs+].CN(C=O)C. Given the product [CH3:8][S:9]([C:12]1[CH:17]=[C:16]([C:2]2[CH:3]=[N:4][CH:5]=[CH:6][CH:7]=2)[CH:15]=[CH:14][CH:13]=1)(=[O:11])=[O:10], predict the reactants needed to synthesize it. (2) Given the product [NH2:20][C:18]1[N:17]=[CH:16][N:15]=[C:14]2[N:13]([C@@H:21]3[CH2:26][CH2:25][CH2:24][N:23]([C:66](=[O:67])[CH2:65][C:63]#[N:64])[CH2:22]3)[N:12]=[C:11]([C:8]3[CH:7]=[CH:6][C:5]([O:4][C:3]4[CH:27]=[C:28]([F:31])[CH:29]=[CH:30][C:2]=4[F:1])=[CH:10][CH:9]=3)[C:19]=12, predict the reactants needed to synthesize it. The reactants are: [F:1][C:2]1[CH:30]=[CH:29][C:28]([F:31])=[CH:27][C:3]=1[O:4][C:5]1[CH:10]=[CH:9][C:8]([C:11]2[C:19]3[C:14](=[N:15][CH:16]=[N:17][C:18]=3[NH2:20])[N:13]([C@@H:21]3[CH2:26][CH2:25][CH2:24][NH:23][CH2:22]3)[N:12]=2)=[CH:7][CH:6]=1.CN(C(ON1N=NC2C=CC=NC1=2)=[N+](C)C)C.F[P-](F)(F)(F)(F)F.C(N(CC)CC)C.[C:63]([CH2:65][C:66](O)=[O:67])#[N:64]. (3) Given the product [CH:19]1([N:25]2[C:26]3=[C:27]4[S:35][CH:34]=[CH:33][C:28]4=[N:29][CH:30]=[C:31]3[N:32]=[C:3]2[C@H:2]([OH:1])[CH3:6])[CH2:20][CH2:21][CH2:22][CH2:23][CH2:24]1, predict the reactants needed to synthesize it. The reactants are: [OH:1][C@H:2]([CH3:6])[C:3](N)=O.F[B-](F)(F)F.C([O+](CC)CC)C.[CH:19]1([NH:25][C:26]2[C:31]([NH2:32])=[CH:30][N:29]=[C:28]3[CH:33]=[CH:34][S:35][C:27]=23)[CH2:24][CH2:23][CH2:22][CH2:21][CH2:20]1. (4) Given the product [C:36]([C:26]1[C:25]([NH:24][C:6](=[O:8])[C:5]2[CH:9]=[C:10]([S:13]([N:16]3[CH2:17][CH2:18][N:19]([CH2:22][CH3:23])[CH2:20][CH2:21]3)(=[O:14])=[O:15])[CH:11]=[N:12][C:4]=2[O:3][CH2:1][CH3:2])=[C:29]([CH2:30][CH3:31])[N:28]([CH2:32][CH2:33][O:34][CH3:35])[N:27]=1)(=[O:37])[NH2:38], predict the reactants needed to synthesize it. The reactants are: [CH2:1]([O:3][C:4]1[N:12]=[CH:11][C:10]([S:13]([N:16]2[CH2:21][CH2:20][N:19]([CH2:22][CH3:23])[CH2:18][CH2:17]2)(=[O:15])=[O:14])=[CH:9][C:5]=1[C:6]([OH:8])=O)[CH3:2].[NH2:24][C:25]1[C:26]([C:36]([NH2:38])=[O:37])=[N:27][N:28]([CH2:32][CH2:33][O:34][CH3:35])[C:29]=1[CH2:30][CH3:31].